This data is from Forward reaction prediction with 1.9M reactions from USPTO patents (1976-2016). The task is: Predict the product of the given reaction. (1) Given the reactants [C:1]([O:5][C:6]([NH:8][CH2:9][C:10]1[CH:24]=[CH:23][C:22]([Cl:25])=[CH:21][C:11]=1[CH2:12][NH:13][C:14](=[O:20])[C@@H:15]1[CH2:19][CH2:18][CH2:17][NH:16]1)=[O:7])([CH3:4])([CH3:3])[CH3:2].[CH2:26]([C:28]([OH:34])([CH2:32][CH3:33])[C:29](O)=[O:30])[CH3:27].CN1CCOCC1.CN([P+](ON1N=NC2C=CC=CC1=2)(N(C)C)N(C)C)C.F[P-](F)(F)(F)(F)F, predict the reaction product. The product is: [CH2:26]([C:28]([OH:34])([CH2:32][CH3:33])[C:29]([N:16]1[CH2:17][CH2:18][CH2:19][C@H:15]1[C:14]([NH:13][CH2:12][C:11]1[CH:21]=[C:22]([Cl:25])[CH:23]=[CH:24][C:10]=1[CH2:9][NH:8][C:6]([O:5][C:1]([CH3:4])([CH3:2])[CH3:3])=[O:7])=[O:20])=[O:30])[CH3:27]. (2) Given the reactants Cl[CH2:2][C:3]([NH:5][C:6]1[N:7]=[C:8]2[CH:13]=[CH:12][C:11]([O:14][C:15]3[CH:16]=[C:17]([NH:21][C:22](=[O:33])[C:23]4[CH:28]=[CH:27][CH:26]=[C:25]([C:29]([F:32])([F:31])[F:30])[CH:24]=4)[CH:18]=[CH:19][CH:20]=3)=[N:10][N:9]2[CH:34]=1)=[O:4].[CH3:35][N:36]1[CH2:41][CH2:40][NH:39][CH2:38][CH2:37]1, predict the reaction product. The product is: [CH3:35][N:36]1[CH2:41][CH2:40][N:39]([CH2:2][C:3]([NH:5][C:6]2[N:7]=[C:8]3[CH:13]=[CH:12][C:11]([O:14][C:15]4[CH:16]=[C:17]([NH:21][C:22](=[O:33])[C:23]5[CH:28]=[CH:27][CH:26]=[C:25]([C:29]([F:32])([F:31])[F:30])[CH:24]=5)[CH:18]=[CH:19][CH:20]=4)=[N:10][N:9]3[CH:34]=2)=[O:4])[CH2:38][CH2:37]1.